This data is from Forward reaction prediction with 1.9M reactions from USPTO patents (1976-2016). The task is: Predict the product of the given reaction. (1) Given the reactants [CH:1]1([NH:4][C:5]2[S:6][CH:7]=[C:8]([C:10]3[C:18]4[C:13](=[N:14][CH:15]=[CH:16][CH:17]=4)[NH:12][CH:11]=3)[N:9]=2)[CH2:3][CH2:2]1.[C:19]1([CH2:25][C:26](O)=[O:27])[CH:24]=[CH:23][CH:22]=[CH:21][CH:20]=1.C(N(CC)CC)C, predict the reaction product. The product is: [CH:1]1([N:4]([C:5]2[S:6][CH:7]=[C:8]([C:10]3[C:18]4[C:13](=[N:14][CH:15]=[CH:16][CH:17]=4)[NH:12][CH:11]=3)[N:9]=2)[C:26](=[O:27])[CH2:25][C:19]2[CH:24]=[CH:23][CH:22]=[CH:21][CH:20]=2)[CH2:3][CH2:2]1. (2) Given the reactants [Cl-].[CH3:2][O:3][CH2:4][P+](C1C=CC=CC=1)(C1C=CC=CC=1)C1C=CC=CC=1.C[Si]([N-][Si](C)(C)C)(C)C.[Li+].[CH2:34]([N:38]1[C:42]2[CH:43]=[CH:44][C:45]([CH:47]=O)=[CH:46][C:41]=2[O:40][C:39]1=[O:49])[CH2:35][CH:36]=[CH2:37].[Cl-].[NH4+], predict the reaction product. The product is: [CH2:34]([N:38]1[C:42]2[CH:43]=[CH:44][C:45](/[CH:47]=[CH:2]/[O:3][CH3:4])=[CH:46][C:41]=2[O:40][C:39]1=[O:49])[CH2:35][CH:36]=[CH2:37]. (3) The product is: [CH3:12][C:11]1[C:2]2[C:17]3[CH2:18][O:13][CH:14]([CH:20]4[CH2:25][CH2:24][O:23][CH2:22][CH2:21]4)[CH2:15][C:7]=3[O:6][C:4](=[O:5])[C:3]=2[CH:8]=[CH:9][CH:10]=1. Given the reactants Br[C:2]1[C:11]([CH3:12])=[CH:10][CH:9]=[CH:8][C:3]=1[C:4]([O:6][CH3:7])=[O:5].[O:13]1[CH2:18][CH2:17]C(=O)[CH2:15][CH:14]1[CH:20]1[CH2:25][CH2:24][O:23][CH2:22][CH2:21]1.CC1(C)C2C(=C(P(C3C=CC=CC=3)C3C=CC=CC=3)C=CC=2)OC2C(P(C3C=CC=CC=3)C3C=CC=CC=3)=CC=CC1=2.C([O-])([O-])=O.[Cs+].[Cs+], predict the reaction product. (4) Given the reactants [CH3:1][O:2][C:3]1[N:8]=[C:7]([O:9][CH3:10])[C:6](I)=[CH:5][N:4]=1.[Cl:12][C:13]1[C:18](B(O)O)=[CH:17][CH:16]=[CH:15][N:14]=1.C([O-])([O-])=O.[Na+].[Na+].C1C=CC(P(C2C=CC=CC=2)C2C=CC=CC=2)=CC=1, predict the reaction product. The product is: [Cl:12][C:13]1[C:18]([C:6]2[C:7]([O:9][CH3:10])=[N:8][C:3]([O:2][CH3:1])=[N:4][CH:5]=2)=[CH:17][CH:16]=[CH:15][N:14]=1. (5) Given the reactants [C:1](N1C=CN=C1)(N1C=CN=C1)=O.[S:13]1[C:17]2[CH:18]=[CH:19][C:20]([CH:22]([N:33]3[C@H:38]([CH2:39][CH:40]([CH3:42])[CH3:41])[C:37](=[O:43])[NH:36][C@H:35]([CH:44]4[CH2:52][C:51]5[C:46](=[CH:47][CH:48]=[CH:49][CH:50]=5)[CH2:45]4)[C:34]3=[O:53])[C:23]([NH:25][C:26]3C=CC=CC=3O)=[O:24])=[CH:21][C:16]=2[CH:15]=[CH:14]1.CNC.O1CCCC1, predict the reaction product. The product is: [S:13]1[C:17]2[CH:18]=[CH:19][C:20]([C@@H:22]([N:33]3[C@H:38]([CH2:39][CH:40]([CH3:41])[CH3:42])[C:37](=[O:43])[NH:36][C@H:35]([CH:44]4[CH2:52][C:51]5[C:46](=[CH:47][CH:48]=[CH:49][CH:50]=5)[CH2:45]4)[C:34]3=[O:53])[C:23]([N:25]([CH3:26])[CH3:1])=[O:24])=[CH:21][C:16]=2[CH:15]=[CH:14]1. (6) Given the reactants C([N:3](CC)CC)C.N[CH2:9][CH2:10][CH2:11][CH2:12][N:13]1[C:21]2[C:20]([CH3:22])=[C:19]([CH3:23])[N:18]=[C:17]([NH2:24])[C:16]=2[N:15]=[C:14]1[CH2:25][CH2:26][CH2:27][CH3:28].[CH3:29][S:30]([O:33]S(C)(=O)=O)(=O)=[O:31], predict the reaction product. The product is: [NH2:24][C:17]1[C:16]2[N:15]=[C:14]([CH2:25][CH2:26][CH2:27][CH3:28])[N:13]([CH2:12][CH2:11][CH2:10][CH2:9][CH2:29][S:30]([NH2:3])(=[O:33])=[O:31])[C:21]=2[C:20]([CH3:22])=[C:19]([CH3:23])[N:18]=1.